From a dataset of Reaction yield outcomes from USPTO patents with 853,638 reactions. Predict the reaction yield, written as a fraction of the theoretical maximum amount of product (1.0 means a 100% yield; for example, 0.34 means a 34% yield). (1) The reactants are [CH:1]1[C:6]([C:7]([OH:9])=[O:8])=[CH:5][C:4]2[C:10](O[C:13](=[O:14])[C:3]=2[CH:2]=1)=[O:11].[NH2:15][NH2:16].Cl. The catalyst is C(O)(C)C. The product is [OH:14][C:13]1[C:3]2[C:4](=[CH:5][C:6]([C:7]([OH:9])=[O:8])=[CH:1][CH:2]=2)[C:10]([OH:11])=[N:16][N:15]=1. The yield is 0.950. (2) The yield is 1.00. The product is [F:13][C:14]1[C:15]([F:20])=[C:16]([Si:22]([CH3:25])([CH3:24])[CH3:23])[CH:17]=[CH:18][C:19]=1[Si:22]([CH3:25])([CH3:24])[CH3:23]. The catalyst is C1COCC1. The reactants are C(NC(C)C)(C)C.[Li]CCCC.[F:13][C:14]1[CH:19]=[CH:18][CH:17]=[CH:16][C:15]=1[F:20].Cl[Si:22]([CH3:25])([CH3:24])[CH3:23]. (3) The reactants are [C:1](Cl)(=O)[C:2]1[CH:7]=[CH:6][CH:5]=[CH:4][CH:3]=1.C([O-])([O-])=O.[Na+].[Na+].[NH2:16][C:17]1[CH:25]=[CH:24][C:23]([Cl:26])=[CH:22][C:18]=1[C:19]([OH:21])=[O:20].O. The catalyst is C1COCC1. The product is [Cl:26][C:23]1[CH:24]=[CH:25][C:17]2[N:16]=[C:1]([C:2]3[CH:7]=[CH:6][CH:5]=[CH:4][CH:3]=3)[O:20][C:19](=[O:21])[C:18]=2[CH:22]=1. The yield is 0.920. (4) The reactants are [F:1][C:2]1[CH:7]=[CH:6][C:5]([C:8]2[C:16]3[C:11](=[CH:12][CH:13]=[C:14]([NH:17][C:18]([C:20]4[CH:28]=[CH:27][C:23]([C:24](O)=[O:25])=[CH:22][CH:21]=4)=[O:19])[CH:15]=3)[NH:10][N:9]=2)=[CH:4][CH:3]=1.[Cl-].[NH4+:30]. The catalyst is [OH-].[NH4+]. The product is [F:1][C:2]1[CH:3]=[CH:4][C:5]([C:8]2[C:16]3[C:11](=[CH:12][CH:13]=[C:14]([NH:17][C:18]([C:20]4[CH:21]=[CH:22][C:23]([C:24]([NH2:30])=[O:25])=[CH:27][CH:28]=4)=[O:19])[CH:15]=3)[NH:10][N:9]=2)=[CH:6][CH:7]=1. The yield is 0.130. (5) The product is [Cl:1][C:2]1[CH:24]=[C:23]([F:25])[CH:22]=[CH:21][C:3]=1[C:4]([NH:6][C:7]1[CH:12]=[CH:11][CH:10]=[C:9]([O:13][C@H:14]2[CH2:19][CH2:18][N:17]([CH3:28])[C@@H:16]([CH3:20])[CH2:15]2)[CH:8]=1)=[O:5]. The yield is 0.850. The reactants are [Cl:1][C:2]1[CH:24]=[C:23]([F:25])[CH:22]=[CH:21][C:3]=1[C:4]([NH:6][C:7]1[CH:12]=[CH:11][CH:10]=[C:9]([O:13][CH:14]2[CH2:19][CH2:18][NH:17][CH:16]([CH3:20])[CH2:15]2)[CH:8]=1)=[O:5].C=O.[C:28](O)(=O)C.C(O[BH-](OC(=O)C)OC(=O)C)(=O)C.[Na+]. The catalyst is ClCCl. (6) The reactants are [NH2:1][CH:2]([CH2:12][C:13]1[CH:18]=[CH:17][C:16]([C:19]([F:22])([F:21])[F:20])=[CH:15][CH:14]=1)[CH:3]([C:5]1[CH:10]=[CH:9][C:8]([F:11])=[CH:7][CH:6]=1)[OH:4].[C:23]1([CH2:29][C:30](Cl)=[O:31])[CH:28]=[CH:27][CH:26]=[CH:25][CH:24]=1.C(=O)([O-])O.[Na+]. The catalyst is C(OCC)(=O)C.O. The product is [F:11][C:8]1[CH:9]=[CH:10][C:5]([CH:3]([OH:4])[CH:2]([NH:1][C:30](=[O:31])[CH2:29][C:23]2[CH:28]=[CH:27][CH:26]=[CH:25][CH:24]=2)[CH2:12][C:13]2[CH:18]=[CH:17][C:16]([C:19]([F:22])([F:20])[F:21])=[CH:15][CH:14]=2)=[CH:6][CH:7]=1. The yield is 0.930.